From a dataset of Reaction yield outcomes from USPTO patents with 853,638 reactions. Predict the reaction yield, written as a fraction of the theoretical maximum amount of product (1.0 means a 100% yield; for example, 0.34 means a 34% yield). (1) The reactants are [CH3:1][O:2][C:3](=[O:15])[CH2:4][CH2:5][S:6][CH2:7][C:8]1[CH:13]=[CH:12][C:11](Br)=[CH:10][CH:9]=1.[CH:16]1[C:24]2[C:23]3[CH:25]=[CH:26][CH:27]=[CH:28][C:22]=3[O:21][C:20]=2[C:19]([C:29]2[CH:34]=[CH:33][C:32](B(O)O)=[CH:31][CH:30]=2)=[CH:18][CH:17]=1.C([O-])([O-])=O.[K+].[K+]. The catalyst is C1(C)C=CC=CC=1.C(O)C.C(OCC)(=O)C.C1C=CC([P]([Pd]([P](C2C=CC=CC=2)(C2C=CC=CC=2)C2C=CC=CC=2)([P](C2C=CC=CC=2)(C2C=CC=CC=2)C2C=CC=CC=2)[P](C2C=CC=CC=2)(C2C=CC=CC=2)C2C=CC=CC=2)(C2C=CC=CC=2)C2C=CC=CC=2)=CC=1. The product is [CH3:1][O:2][C:3](=[O:15])[CH2:4][CH2:5][S:6][CH2:7][C:8]1[CH:13]=[CH:12][C:11]([C:32]2[CH:33]=[CH:34][C:29]([C:19]3[C:20]4[O:21][C:22]5[CH:28]=[CH:27][CH:26]=[CH:25][C:23]=5[C:24]=4[CH:16]=[CH:17][CH:18]=3)=[CH:30][CH:31]=2)=[CH:10][CH:9]=1. The yield is 0.720. (2) The reactants are [Br:1][C:2]1[CH:7]=[C:6]([N+:8]([O-:10])=[O:9])[CH:5]=[CH:4][C:3]=1F.[O:12]1[CH2:17][CH2:16][N:15]([CH2:18][CH2:19][NH2:20])[CH2:14][CH2:13]1.C(=O)([O-])[O-].[K+].[K+].O. The catalyst is CS(C)=O. The product is [Br:1][C:2]1[CH:7]=[C:6]([N+:8]([O-:10])=[O:9])[CH:5]=[CH:4][C:3]=1[NH:20][CH2:19][CH2:18][N:15]1[CH2:16][CH2:17][O:12][CH2:13][CH2:14]1. The yield is 0.728.